This data is from Full USPTO retrosynthesis dataset with 1.9M reactions from patents (1976-2016). The task is: Predict the reactants needed to synthesize the given product. (1) The reactants are: [Cl:1][C:2]1[CH:7]=[CH:6][C:5]([C:8]2[N:12]([C:13]3[CH:18]=[CH:17][C:16]([Cl:19])=[CH:15][C:14]=3[Cl:20])[N:11]=[C:10]([C:21]3[NH:25][N:24]=[N:23][N:22]=3)[C:9]=2[CH3:26])=[CH:4][CH:3]=1.[CH2:27](O)[C:28]1[O:32][CH:31]=[CH:30][CH:29]=1.C1(P(C2C=CC=CC=2)C2C=CC=CC=2)C=CC=CC=1.N(C(OC(C)C)=O)=NC(OC(C)C)=O. Given the product [Cl:1][C:2]1[CH:7]=[CH:6][C:5]([C:8]2[N:12]([C:13]3[CH:18]=[CH:17][C:16]([Cl:19])=[CH:15][C:14]=3[Cl:20])[N:11]=[C:10]([C:21]3[N:25]([CH2:27][C:28]4[O:32][CH:31]=[CH:30][CH:29]=4)[N:24]=[N:23][N:22]=3)[C:9]=2[CH3:26])=[CH:4][CH:3]=1, predict the reactants needed to synthesize it. (2) Given the product [CH3:1][O:2][C:3]1[CH:4]=[CH:5][C:6]([C:12]([NH2:14])=[O:13])=[CH:7][C:8]=1[C:9]([NH:25][C:16]1[CH:17]=[CH:18][C:19]2[C:24](=[CH:23][CH:22]=[CH:21][CH:20]=2)[CH:15]=1)=[O:11], predict the reactants needed to synthesize it. The reactants are: [CH3:1][O:2][C:3]1[C:8]([C:9]([OH:11])=O)=[CH:7][C:6]([C:12]([NH2:14])=[O:13])=[CH:5][CH:4]=1.[CH:15]1[C:24]2[C:19](=[CH:20][CH:21]=[CH:22][CH:23]=2)[CH:18]=[CH:17][C:16]=1[NH2:25]. (3) Given the product [C:22]([NH:26][C:19]([C:10]1[CH:9]=[C:8]([C:5]2[CH:4]=[CH:3][C:2]([Cl:1])=[CH:7][N:6]=2)[N:12]([C:13]2[CH:14]=[N:15][CH:16]=[CH:17][CH:18]=2)[N:11]=1)=[O:21])([CH3:25])([CH3:24])[CH3:23], predict the reactants needed to synthesize it. The reactants are: [Cl:1][C:2]1[CH:3]=[CH:4][C:5]([C:8]2[N:12]([C:13]3[CH:14]=[N:15][CH:16]=[CH:17][CH:18]=3)[N:11]=[C:10]([C:19]([OH:21])=O)[CH:9]=2)=[N:6][CH:7]=1.[C:22]([NH2:26])([CH3:25])([CH3:24])[CH3:23]. (4) Given the product [N:1]1[CH:6]=[CH:5][CH:4]=[N:3][C:2]=1[C:7]1[CH:14]=[CH:13][C:10]([CH:11]=[CH:21][CH:17]=[O:16])=[CH:9][CH:8]=1, predict the reactants needed to synthesize it. The reactants are: [N:1]1[CH:6]=[CH:5][CH:4]=[N:3][C:2]=1[C:7]1[CH:14]=[CH:13][C:10]([CH:11]=O)=[CH:9][CH:8]=1.[Br-].[O:16]1CCO[CH:17]1[CH2:21][P+](C1C=CC=CC=1)(C1C=CC=CC=1)C1C=CC=CC=1.COCCOCCN(CCOCCOC)CCOCCOC. (5) Given the product [NH:1]1[C:9]2[C:4](=[CH:5][CH:6]=[CH:7][CH:8]=2)[C:3]([CH:10]=[CH:11][C:12]([NH:14][C:15]2[CH:16]=[C:17]([CH:21]=[CH:22][CH:23]=2)[C:18]([NH:33][CH2:32][CH2:31][CH2:30][N:24]2[CH2:29][CH2:28][O:27][CH2:26][CH2:25]2)=[O:20])=[O:13])=[CH:2]1, predict the reactants needed to synthesize it. The reactants are: [NH:1]1[C:9]2[C:4](=[CH:5][CH:6]=[CH:7][CH:8]=2)[C:3]([CH:10]=[CH:11][C:12]([NH:14][C:15]2[CH:16]=[C:17]([CH:21]=[CH:22][CH:23]=2)[C:18]([OH:20])=O)=[O:13])=[CH:2]1.[N:24]1([CH2:30][CH2:31][CH2:32][NH2:33])[CH2:29][CH2:28][O:27][CH2:26][CH2:25]1.F[P-](F)(F)(F)(F)F.N1(OC(N(C)C)=[N+](C)C)C2N=CC=CC=2N=N1.C(N(CC)C(C)C)(C)C.[Na]. (6) Given the product [F:1][C:2]1[CH:39]=[C:38]([CH3:40])[CH:37]=[CH:36][C:3]=1[O:4][C:5]1[C:14]([C:13]([NH:12][CH2:16][C:17]2[CH:22]=[CH:21][C:20]([O:23][CH3:24])=[CH:19][CH:18]=2)=[O:15])=[C:9]([NH:10][C:26]2[CH:31]=[CH:30][C:29]([I:32])=[CH:28][C:27]=2[F:33])[N:8]([CH3:34])[C:7](=[O:35])[CH:6]=1, predict the reactants needed to synthesize it. The reactants are: [F:1][C:2]1[CH:39]=[C:38]([CH3:40])[CH:37]=[CH:36][C:3]=1[O:4][C:5]1[C:14]2[C:13](=[O:15])[N:12]([CH2:16][C:17]3[CH:22]=[CH:21][C:20]([O:23][CH3:24])=[CH:19][CH:18]=3)C(=O)[N:10]([C:26]3[CH:31]=[CH:30][C:29]([I:32])=[CH:28][C:27]=3[F:33])[C:9]=2[N:8]([CH3:34])[C:7](=[O:35])[CH:6]=1.[OH-].[Li+].C(OCC)(=O)C. (7) Given the product [OH:3][CH:1]([C:4]1[CH:5]=[C:6]([C:10]2[CH:11]=[C:12]3[C:16](=[CH:17][CH:18]=2)[NH:15][C:14]2[C:19]([CH3:23])=[N:20][CH:21]=[CH:22][C:13]3=2)[CH:7]=[CH:8][CH:9]=1)[CH3:2], predict the reactants needed to synthesize it. The reactants are: [C:1]([C:4]1[CH:5]=[C:6]([C:10]2[CH:11]=[C:12]3[C:16](=[CH:17][CH:18]=2)[NH:15][C:14]2[C:19]([CH3:23])=[N:20][CH:21]=[CH:22][C:13]3=2)[CH:7]=[CH:8][CH:9]=1)(=[O:3])[CH3:2].[BH4-].[Na+]. (8) The reactants are: O[N:2]=[C:3]1[CH2:11][CH:10]2C[C:6]3(NC(=O)OC(C)(C)C)[CH2:7][CH:8]([CH2:13][CH:4]1[CH2:5]3)[CH2:9]2.[ClH:22]. Given the product [CH3:13][CH2:4][CH2:5][CH2:6][CH2:7][CH2:8][CH2:9][CH2:10][CH2:11][CH2:3][NH2:2].[ClH:22], predict the reactants needed to synthesize it.